From a dataset of Reaction yield outcomes from USPTO patents with 853,638 reactions. Predict the reaction yield, written as a fraction of the theoretical maximum amount of product (1.0 means a 100% yield; for example, 0.34 means a 34% yield). (1) The reactants are C(OC[C:5]1([CH3:16])[CH2:13][C:12]2[C:7](=[CH:8][CH:9]=[CH:10][CH:11]=2)[C:6]1([CH3:15])[CH3:14])C.C[CH:18]1C(C)(C)C2C(=CC=CC=2)[CH:19]1[OH:29].[H-].[Na+].S(OCC)(OCC)(=O)=O. No catalyst specified. The product is [CH2:19]([O:29][CH:13]1[C:12]2[C:7](=[CH:8][CH:9]=[CH:10][CH:11]=2)[C:6]([CH3:14])([CH3:15])[CH:5]1[CH3:16])[CH3:18]. The yield is 0.450. (2) The reactants are [CH3:1][O:2][C:3](=[O:22])[CH2:4][CH2:5][C:6]([CH:8]1[CH:13]=[CH:12][CH:11]=[C:10]([Si:14]([C:17]([CH3:20])([CH3:19])[CH3:18])([CH3:16])[CH3:15])[C:9]1=[O:21])=O.[NH2:23][NH:24][C:25]([NH2:27])=[S:26]. The catalyst is Cl. The product is [CH3:1][O:2][C:3](=[O:22])[CH2:4][CH2:5][C:6]([CH:8]1[CH:13]=[CH:12][CH:11]=[C:10]([Si:14]([C:17]([CH3:20])([CH3:19])[CH3:18])([CH3:16])[CH3:15])[C:9]1=[O:21])=[N:23][NH:24][C:25]([NH2:27])=[S:26]. The yield is 0.790. (3) The reactants are [Br:1][C:2]1[N:3]([CH2:21][CH2:22][CH3:23])[C:4]([C:14]([O:16][CH2:17][CH2:18][CH2:19][CH3:20])=[O:15])=[C:5]([C:7](OCCCC)=[O:8])[N:6]=1.CC(C[AlH]CC(C)C)C.Cl. The catalyst is C1COCC1. The product is [Br:1][C:2]1[N:3]([CH2:21][CH2:22][CH3:23])[C:4]([C:14]([O:16][CH2:17][CH2:18][CH2:19][CH3:20])=[O:15])=[C:5]([CH:7]=[O:8])[N:6]=1. The yield is 0.650. (4) No catalyst specified. The reactants are C([O-])C.[Na+].Cl.Cl.[NH:7]([C:9]1[CH:10]=[N:11][CH:12]=[CH:13][CH:14]=1)[NH2:8].[C:15](#[N:18])[CH:16]=[CH2:17].Cl. The yield is 0.740. The product is [N:11]1[CH:12]=[CH:13][CH:14]=[C:9]([N:7]2[CH2:17][CH2:16][C:15]([NH2:18])=[N:8]2)[CH:10]=1. (5) The reactants are [CH3:1][O:2][C:3]1[CH:23]=[CH:22][C:6]([CH2:7][N:8]2[N:12]=[N:11][C:10]([C:13]3[CH:14]=[C:15]([CH:19]=[CH:20][CH:21]=3)[C:16](O)=[O:17])=[N:9]2)=[CH:5][CH:4]=1.C(Cl)(=O)C([Cl:27])=O.CN(C=O)C. The catalyst is ClCCl. The product is [CH3:1][O:2][C:3]1[CH:23]=[CH:22][C:6]([CH2:7][N:8]2[N:12]=[N:11][C:10]([C:13]3[CH:14]=[C:15]([CH:19]=[CH:20][CH:21]=3)[C:16]([Cl:27])=[O:17])=[N:9]2)=[CH:5][CH:4]=1. The yield is 0.900. (6) The reactants are [Cl:1][C:2]1[N:7]=[C:6]([O:8][C:9]2[CH:10]=[C:11]([CH:15]=[C:16]([CH3:18])[CH:17]=2)[CH:12]=[N:13]O)[C:5]([CH:19]([CH3:21])[CH3:20])=[C:4]([Cl:22])[N:3]=1.C1(P(C2C=CC=CC=2)C2C=CC=CC=2)C=CC=CC=1.C(Cl)(Cl)(Cl)Cl. The catalyst is C(#N)C.CCOCC. The product is [Cl:1][C:2]1[N:7]=[C:6]([O:8][C:9]2[CH:10]=[C:11]([CH:15]=[C:16]([CH3:18])[CH:17]=2)[C:12]#[N:13])[C:5]([CH:19]([CH3:20])[CH3:21])=[C:4]([Cl:22])[N:3]=1. The yield is 0.940.